From a dataset of Reaction yield outcomes from USPTO patents with 853,638 reactions. Predict the reaction yield, written as a fraction of the theoretical maximum amount of product (1.0 means a 100% yield; for example, 0.34 means a 34% yield). The reactants are [N+:1]([C:4]1[CH:9]=[CH:8][C:7]([C:10]2[C:14](Br)=[CH:13][N:12]([CH2:16][CH2:17][OH:18])[N:11]=2)=[CH:6][CH:5]=1)([O-:3])=[O:2].[B:19]1([B:19]2[O:23][C:22]([CH3:25])([CH3:24])[C:21]([CH3:27])([CH3:26])[O:20]2)[O:23][C:22]([CH3:25])([CH3:24])[C:21]([CH3:27])([CH3:26])[O:20]1.C([O-])(=O)C.[K+]. The catalyst is Cl[Pd](Cl)([P](C1C=CC=CC=1)(C1C=CC=CC=1)C1C=CC=CC=1)[P](C1C=CC=CC=1)(C1C=CC=CC=1)C1C=CC=CC=1.O1CCOCC1. The product is [N+:1]([C:4]1[CH:9]=[CH:8][C:7]([C:10]2[C:14]([B:19]3[O:23][C:22]([CH3:25])([CH3:24])[C:21]([CH3:27])([CH3:26])[O:20]3)=[CH:13][N:12]([CH2:16][CH2:17][OH:18])[N:11]=2)=[CH:6][CH:5]=1)([O-:3])=[O:2]. The yield is 0.450.